Dataset: Forward reaction prediction with 1.9M reactions from USPTO patents (1976-2016). Task: Predict the product of the given reaction. (1) Given the reactants [Br:1][C:2]1[CH:3]=[C:4]([OH:8])[CH:5]=[CH:6][CH:7]=1.ClC(Cl)C.[F:13][C:14]([F:25])([F:24])[C:15](O[C:15](=[O:16])[C:14]([F:25])([F:24])[F:13])=[O:16].[Cl-].[Al+3].[Cl-].[Cl-], predict the reaction product. The product is: [Br:1][C:2]1[CH:7]=[CH:6][C:5]([C:15](=[O:16])[C:14]([F:25])([F:24])[F:13])=[C:4]([OH:8])[CH:3]=1. (2) Given the reactants C(OC([N:8]1[CH2:13][CH2:12][N:11]([C:14]([C:16]2[N:20]=[CH:19][N:18]([C:21]3[CH:26]=[CH:25][CH:24]=[CH:23][CH:22]=3)[N:17]=2)=[O:15])[C:10]([CH3:28])([CH3:27])[CH2:9]1)=O)(C)(C)C.[C:29]([OH:35])([C:31]([F:34])([F:33])[F:32])=[O:30], predict the reaction product. The product is: [F:32][C:31]([F:34])([F:33])[C:29]([OH:35])=[O:30].[CH3:27][C:10]1([CH3:28])[CH2:9][NH:8][CH2:13][CH2:12][N:11]1[C:14]([C:16]1[N:20]=[CH:19][N:18]([C:21]2[CH:26]=[CH:25][CH:24]=[CH:23][CH:22]=2)[N:17]=1)=[O:15].